Dataset: NCI-60 drug combinations with 297,098 pairs across 59 cell lines. Task: Regression. Given two drug SMILES strings and cell line genomic features, predict the synergy score measuring deviation from expected non-interaction effect. (1) Drug 1: CC(C1=C(C=CC(=C1Cl)F)Cl)OC2=C(N=CC(=C2)C3=CN(N=C3)C4CCNCC4)N. Drug 2: C1CN(P(=O)(OC1)NCCCl)CCCl. Cell line: T-47D. Synergy scores: CSS=0.608, Synergy_ZIP=1.55, Synergy_Bliss=1.68, Synergy_Loewe=-0.142, Synergy_HSA=-0.00339. (2) Drug 1: C1=CC=C(C=C1)NC(=O)CCCCCCC(=O)NO. Drug 2: CNC(=O)C1=NC=CC(=C1)OC2=CC=C(C=C2)NC(=O)NC3=CC(=C(C=C3)Cl)C(F)(F)F. Cell line: MDA-MB-231. Synergy scores: CSS=7.67, Synergy_ZIP=-1.94, Synergy_Bliss=0.656, Synergy_Loewe=-12.2, Synergy_HSA=-3.13. (3) Drug 1: C1=CC(=CC=C1CC(C(=O)O)N)N(CCCl)CCCl.Cl. Drug 2: CN1C(=O)N2C=NC(=C2N=N1)C(=O)N. Cell line: 786-0. Synergy scores: CSS=16.0, Synergy_ZIP=-5.06, Synergy_Bliss=-2.69, Synergy_Loewe=-4.52, Synergy_HSA=-4.42.